This data is from Forward reaction prediction with 1.9M reactions from USPTO patents (1976-2016). The task is: Predict the product of the given reaction. (1) Given the reactants [F:1][C:2]1[CH:3]=[C:4]([C:10](=O)[C:11]([OH:13])=[O:12])[CH:5]=[CH:6][C:7]=1[S:8][CH3:9].O.NN.[OH-].[K+].C(OCC)(=O)C.CCCCCC, predict the reaction product. The product is: [F:1][C:2]1[CH:3]=[C:4]([CH2:10][C:11]([OH:13])=[O:12])[CH:5]=[CH:6][C:7]=1[S:8][CH3:9]. (2) Given the reactants [CH:1]1[C:9]2[C:8]3[CH2:10][CH2:11][CH2:12][CH2:13][CH2:14][CH2:15][C:7]=3[O:6][C:5]=2[CH:4]=[CH:3][C:2]=1[NH2:16].[Cl:17][CH2:18][C:19](Cl)=[O:20].N1C=CC=CC=1, predict the reaction product. The product is: [Cl:17][CH2:18][C:19]([NH:16][C:2]1[CH:3]=[CH:4][C:5]2[O:6][C:7]3[CH2:15][CH2:14][CH2:13][CH2:12][CH2:11][CH2:10][C:8]=3[C:9]=2[CH:1]=1)=[O:20]. (3) Given the reactants [Br:1][C:2]1[CH:9]=[CH:8][C:5]([CH:6]=O)=[CH:4][CH:3]=1.[NH2:10][C@H:11]([C:15]([OH:17])=[O:16])[CH:12]([CH3:14])[CH3:13].[BH4-].[Na+], predict the reaction product. The product is: [Br:1][C:2]1[CH:9]=[CH:8][C:5]([CH2:6][NH:10][C@@H:11]([CH:12]([CH3:14])[CH3:13])[C:15]([OH:17])=[O:16])=[CH:4][CH:3]=1. (4) Given the reactants [F:1][C:2]1[CH:10]=[CH:9][C:5]([C:6](Cl)=[O:7])=[CH:4][CH:3]=1.C(N(CC)CC)C.[CH3:18][C@H:19]1[C@@H:24]([C:25]([O:27][CH2:28][CH3:29])=[O:26])[CH2:23][CH2:22][CH2:21][NH:20]1, predict the reaction product. The product is: [F:1][C:2]1[CH:10]=[CH:9][C:5]([C:6]([N:20]2[CH2:21][CH2:22][CH2:23][C@H:24]([C:25]([O:27][CH2:28][CH3:29])=[O:26])[C@@H:19]2[CH3:18])=[O:7])=[CH:4][CH:3]=1. (5) Given the reactants [CH2:1]([C:5]1[CH:10]=[CH:9][C:8]([C:11]#[C:12][C:13]2[CH:33]=[CH:32][C:16]([CH2:17][NH:18][C:19]3[CH:20]=[CH:21][C:22]4[C:27](=[O:28])[O:26][C:25]([CH3:30])([CH3:29])[O:24][C:23]=4[CH:31]=3)=[CH:15][CH:14]=2)=[CH:7][CH:6]=1)[CH2:2][CH2:3][CH3:4].[C:34](Cl)(=[O:40])[CH2:35][CH2:36][CH2:37][CH2:38][CH3:39], predict the reaction product. The product is: [CH2:1]([C:5]1[CH:6]=[CH:7][C:8]([C:11]#[C:12][C:13]2[CH:33]=[CH:32][C:16]([CH2:17][N:18]([C:19]3[CH:20]=[CH:21][C:22]4[C:27](=[O:28])[O:26][C:25]([CH3:29])([CH3:30])[O:24][C:23]=4[CH:31]=3)[C:34](=[O:40])[CH2:35][CH2:36][CH2:37][CH2:38][CH3:39])=[CH:15][CH:14]=2)=[CH:9][CH:10]=1)[CH2:2][CH2:3][CH3:4]. (6) Given the reactants Br[C:2]1[CH:22]=[CH:21][C:5]2[N:6]([CH3:20])[C:7](=[O:19])[CH2:8][N:9]=[C:10]([C:11]3[CH:12]=[C:13]([CH:16]=[CH:17][CH:18]=3)[C:14]#[N:15])[C:4]=2[CH:3]=1.C1(B(O)O)C=CC=CC=1.[CH3:32][O:33][C:34]1[CH:39]=[CH:38][C:37]([O:40][CH3:41])=[CH:36][C:35]=1B(O)O, predict the reaction product. The product is: [CH3:32][O:33][C:34]1[CH:39]=[CH:38][C:37]([O:40][CH3:41])=[CH:36][C:35]=1[C:2]1[CH:22]=[CH:21][C:5]2[N:6]([CH3:20])[C:7](=[O:19])[CH2:8][N:9]=[C:10]([C:11]3[CH:12]=[C:13]([CH:16]=[CH:17][CH:18]=3)[C:14]#[N:15])[C:4]=2[CH:3]=1. (7) Given the reactants [CH:1]1([C:7]2[CH:14]=[CH:13][C:10]([CH2:11][OH:12])=[CH:9][CH:8]=2)[CH2:6][CH2:5][CH2:4][CH2:3][CH2:2]1.[C:15]1([P:21](Cl)([C:23]2[CH:28]=[CH:27][CH:26]=[CH:25][CH:24]=2)=[O:22])[CH:20]=[CH:19][CH:18]=[CH:17][CH:16]=1, predict the reaction product. The product is: [CH:1]1([C:7]2[CH:8]=[CH:9][C:10]([CH2:11][O:12][P:21]([C:23]3[CH:24]=[CH:25][CH:26]=[CH:27][CH:28]=3)([C:15]3[CH:20]=[CH:19][CH:18]=[CH:17][CH:16]=3)=[O:22])=[CH:13][CH:14]=2)[CH2:2][CH2:3][CH2:4][CH2:5][CH2:6]1. (8) The product is: [CH3:1][N:2]1[C:3]2[CH:4]=[CH:5][C:6]3[CH:7]=[CH:8][CH:9]=[N:10][C:11]=3[C:12]=2[N:13]=[C:16]1[CH2:15][OH:14]. Given the reactants [CH3:1][NH:2][C:3]1[C:12]([NH2:13])=[C:11]2[C:6]([CH:7]=[CH:8][CH:9]=[N:10]2)=[CH:5][CH:4]=1.[OH:14][CH2:15][C:16](O)=O.C(=O)(O)[O-].[Na+], predict the reaction product. (9) Given the reactants [CH3:1][C:2]1[C:6]2[N:7]([CH3:14])[C:8](=[O:13])[N:9]([CH3:12])[C:10](=[O:11])[C:5]=2[NH:4]N=1.Br[CH2:16][C:17]([NH:19][C:20]1[S:21][CH:22]=[C:23]([C:25]2[CH:30]=[C:29]([F:31])[C:28]([O:32][CH2:33][C:34]([CH3:37])([CH3:36])[CH3:35])=[C:27]([F:38])[CH:26]=2)[N:24]=1)=[O:18].[H-].[Na+].[CH3:41]N(C=O)C, predict the reaction product. The product is: [F:38][C:27]1[CH:26]=[C:25]([C:23]2[N:24]=[C:20]([NH:19][C:17](=[O:18])[CH2:16][N:4]3[C:5]4[C:10](=[O:11])[N:9]([CH3:12])[C:8](=[O:13])[N:7]([CH3:14])[C:6]=4[C:2]([CH3:41])=[CH:1]3)[S:21][CH:22]=2)[CH:30]=[C:29]([F:31])[C:28]=1[O:32][CH2:33][C:34]([CH3:37])([CH3:36])[CH3:35].